This data is from Full USPTO retrosynthesis dataset with 1.9M reactions from patents (1976-2016). The task is: Predict the reactants needed to synthesize the given product. Given the product [O:47]=[S:44]1(=[O:48])[CH2:45][CH2:46][CH:41]([O:8][C:7]2[CH:6]=[CH:5][C:4]([N:9]3[C:13]([CH3:14])([CH3:15])[C:12](=[O:16])[N:11]([C:17]4[CH:24]=[CH:23][C:20]([C:21]#[N:22])=[C:19]([C:25]([F:26])([F:27])[F:28])[CH:18]=4)[C:10]3=[S:29])=[CH:3][C:2]=2[F:1])[CH2:42][CH2:43]1, predict the reactants needed to synthesize it. The reactants are: [F:1][C:2]1[CH:3]=[C:4]([N:9]2[C:13]([CH3:15])([CH3:14])[C:12](=[O:16])[N:11]([C:17]3[CH:24]=[CH:23][C:20]([C:21]#[N:22])=[C:19]([C:25]([F:28])([F:27])[F:26])[CH:18]=3)[C:10]2=[S:29])[CH:5]=[CH:6][C:7]=1[OH:8].CC1C=CC(S(O[CH:41]2[CH2:46][CH2:45][S:44](=[O:48])(=[O:47])[CH2:43][CH2:42]2)(=O)=O)=CC=1.C(=O)([O-])[O-].[Cs+].[Cs+].CN(C)C(=O)C.